From a dataset of Full USPTO retrosynthesis dataset with 1.9M reactions from patents (1976-2016). Predict the reactants needed to synthesize the given product. (1) Given the product [S:1]1[CH:5]=[CH:4][CH:3]=[C:2]1[N:6]1[C:10]2[CH:11]=[C:12]([NH2:23])[C:13]([NH2:20])=[C:14]([C:15]3[S:16][CH:17]=[CH:18][CH:19]=3)[C:9]=2[NH:8][S:7]1, predict the reactants needed to synthesize it. The reactants are: [S:1]1[CH:5]=[CH:4][CH:3]=[C:2]1[N:6]1[C:10]2[CH:11]=[C:12]([N+:23]([O-])=O)[C:13]([N+:20]([O-])=O)=[C:14]([C:15]3[S:16][CH:17]=[CH:18][CH:19]=3)[C:9]=2[NH:8][S:7]1. (2) Given the product [CH3:15][C:9]1[C:10]([CH3:14])=[CH:11][CH:12]=[CH:13][C:8]=1[C:6]1[N:5]=[C:4]([NH2:16])[N:3]=[C:2]([NH:25][CH2:24][CH2:23][C:20]2[N:19]=[C:18]([CH3:17])[NH:22][N:21]=2)[CH:7]=1, predict the reactants needed to synthesize it. The reactants are: Cl[C:2]1[CH:7]=[C:6]([C:8]2[CH:13]=[CH:12][CH:11]=[C:10]([CH3:14])[C:9]=2[CH3:15])[N:5]=[C:4]([NH2:16])[N:3]=1.[CH3:17][C:18]1[NH:22][N:21]=[C:20]([CH2:23][CH2:24][NH2:25])[N:19]=1.C(N(CC)CC)C.CO. (3) Given the product [CH3:19][O:20][C:21]1[CH:30]=[CH:29][C:24]([CH2:25][N:26]([CH3:28])[NH:27][C:14]([C:10]2[S:9][C:8]([C:5]3[CH:6]=[CH:7][C:2]([Cl:1])=[CH:3][C:4]=3[O:17][CH3:18])=[N:12][C:11]=2[CH3:13])=[O:16])=[CH:23][CH:22]=1, predict the reactants needed to synthesize it. The reactants are: [Cl:1][C:2]1[CH:7]=[CH:6][C:5]([C:8]2[S:9][C:10]([C:14]([OH:16])=O)=[C:11]([CH3:13])[N:12]=2)=[C:4]([O:17][CH3:18])[CH:3]=1.[CH3:19][O:20][C:21]1[CH:30]=[CH:29][C:24]([CH2:25][N:26]([CH3:28])[NH2:27])=[CH:23][CH:22]=1.Cl.C(N=C=NCCCN(C)C)C.O.ON1C2C=CC=CC=2N=N1.C(N(CC)C(C)C)(C)C. (4) Given the product [CH:19]([N:18]1[C:14]([C:12]2[N:13]=[C:6]3[C:5]4[CH:23]=[CH:24][C:2]([C:25]#[N:26])=[CH:3][C:4]=4[O:10][CH2:9][CH2:8][N:7]3[CH:11]=2)=[N:15][C:16]([CH3:22])=[N:17]1)([CH3:21])[CH3:20], predict the reactants needed to synthesize it. The reactants are: Br[C:2]1[CH:24]=[CH:23][C:5]2[C:6]3[N:7]([CH:11]=[C:12]([C:14]4[N:18]([CH:19]([CH3:21])[CH3:20])[N:17]=[C:16]([CH3:22])[N:15]=4)[N:13]=3)[CH2:8][CH2:9][O:10][C:4]=2[CH:3]=1.[CH3:25][N:26](C=O)C. (5) Given the product [Br:1][C:2]1[C:3]([CH:12]([F:13])[F:14])=[CH:4][C:5]([NH2:9])=[C:6]([F:8])[CH:7]=1, predict the reactants needed to synthesize it. The reactants are: [Br:1][C:2]1[CH:7]=[C:6]([F:8])[C:5]([N+:9]([O-])=O)=[CH:4][C:3]=1[CH:12]([F:14])[F:13].[NH4+].[Cl-].